This data is from Catalyst prediction with 721,799 reactions and 888 catalyst types from USPTO. The task is: Predict which catalyst facilitates the given reaction. Reactant: [NH2:1][C@@H:2]([CH3:5])[CH2:3][OH:4].C(N(CC)CC)C.[C:13](O[C:13]([O:15][C:16]([CH3:19])([CH3:18])[CH3:17])=[O:14])([O:15][C:16]([CH3:19])([CH3:18])[CH3:17])=[O:14]. Product: [OH:4][CH2:3][C@@H:2]([NH:1][C:13](=[O:14])[O:15][C:16]([CH3:19])([CH3:18])[CH3:17])[CH3:5]. The catalyst class is: 1.